The task is: Regression. Given a peptide amino acid sequence and an MHC pseudo amino acid sequence, predict their binding affinity value. This is MHC class I binding data.. This data is from Peptide-MHC class I binding affinity with 185,985 pairs from IEDB/IMGT. (1) The peptide sequence is FLWEWASAR. The MHC is HLA-A31:01 with pseudo-sequence HLA-A31:01. The binding affinity (normalized) is 0.461. (2) The peptide sequence is YAEGDVVVF. The MHC is HLA-B07:02 with pseudo-sequence HLA-B07:02. The binding affinity (normalized) is 0.0847. (3) The peptide sequence is QTDNDIWFW. The MHC is HLA-A29:02 with pseudo-sequence HLA-A29:02. The binding affinity (normalized) is 0.0847. (4) The peptide sequence is FLLPILSQIYT. The MHC is HLA-B53:01 with pseudo-sequence HLA-B53:01. The binding affinity (normalized) is 0.0847.